From a dataset of Catalyst prediction with 721,799 reactions and 888 catalyst types from USPTO. Predict which catalyst facilitates the given reaction. (1) Reactant: [CH3:1][N:2]([CH3:46])[CH2:3][CH2:4][O:5][C:6]1[CH:11]=[CH:10][C:9]([NH:12][C:13](=[O:45])/[C:14](/[C:35]2[CH:40]=[CH:39][C:38]([O:41][CH2:42][O:43][CH3:44])=[CH:37][CH:36]=2)=[C:15](/[C:29]2[CH:34]=[CH:33][CH:32]=[CH:31][CH:30]=2)\[CH2:16][CH2:17][O:18][Si](C(C)C)(C(C)C)C(C)C)=[CH:8][CH:7]=1.[F-].C([N+](CCCC)(CCCC)CCCC)CCC.O. Product: [CH3:46][N:2]([CH3:1])[CH2:3][CH2:4][O:5][C:6]1[CH:7]=[CH:8][C:9]([NH:12][C:13](=[O:45])/[C:14](/[C:35]2[CH:36]=[CH:37][C:38]([O:41][CH2:42][O:43][CH3:44])=[CH:39][CH:40]=2)=[C:15](/[C:29]2[CH:34]=[CH:33][CH:32]=[CH:31][CH:30]=2)\[CH2:16][CH2:17][OH:18])=[CH:10][CH:11]=1. The catalyst class is: 1. (2) Reactant: [NH2:1][CH2:2][CH2:3][N:4]1[C:12]2[CH2:11][CH2:10][CH2:9][CH2:8][C:7]=2[CH:6]=[C:5]1[C:13]([O:15]CC)=O.[C:18]([O:21][CH2:22][C:23]1[C:28]([Br:29])=[CH:27][C:26]([F:30])=[CH:25][C:24]=1Br)(=[O:20])[CH3:19].CC1(C)C2C(=C(P(C3C=CC=CC=3)C3C=CC=CC=3)C=CC=2)OC2C(P(C3C=CC=CC=3)C3C=CC=CC=3)=CC=CC1=2.C([O-])([O-])=O.[Cs+].[Cs+]. Product: [C:18]([O:21][CH2:22][C:23]1[C:24]([N:1]2[CH2:2][CH2:3][N:4]3[C:12]4[CH2:11][CH2:10][CH2:9][CH2:8][C:7]=4[CH:6]=[C:5]3[C:13]2=[O:15])=[CH:25][C:26]([F:30])=[CH:27][C:28]=1[Br:29])(=[O:20])[CH3:19]. The catalyst class is: 102. (3) Reactant: FC(F)(F)S(OS(C(F)(F)F)(=O)=O)(=O)=O.C1(P(=O)(C2C=CC=CC=2)C2C=CC=CC=2)C=CC=CC=1.[C:36]([NH:39][NH:40][C:41]([C@@H:43]1[O:61][CH2:60][C@:46]2([C:62]3[CH:67]=[CH:66][C:65]([F:68])=[CH:64][C:63]=3[F:69])[N:47]=[C:48]([NH:51][C:52](=[O:59])[C:53]3[CH:58]=[CH:57][CH:56]=[CH:55][CH:54]=3)[S:49][CH2:50][C@@H:45]2[CH2:44]1)=O)(=[O:38])[CH3:37]. Product: [F:69][C:63]1[CH:64]=[C:65]([F:68])[CH:66]=[CH:67][C:62]=1[C@:46]12[CH2:60][O:61][C@@H:43]([C:41]3[O:38][C:36]([CH3:37])=[N:39][N:40]=3)[CH2:44][C@H:45]1[CH2:50][S:49][C:48]([NH:51][C:52](=[O:59])[C:53]1[CH:58]=[CH:57][CH:56]=[CH:55][CH:54]=1)=[N:47]2. The catalyst class is: 4. (4) Reactant: [SH:1][CH:2]([CH3:6])[CH2:3][CH2:4][OH:5].[CH3:7][C:8]1C=CC(S(O)(=O)=O)=C[CH:13]=1.C(=O)CCC. Product: [CH2:8]([CH:13]1[S:1][CH:2]([CH3:6])[CH2:3][CH2:4][O:5]1)[CH3:7]. The catalyst class is: 2. (5) Product: [Cl:13][C:7]1[C:6]2[C:10](=[CH:11][CH:12]=[C:4]([N+:1]([O-:3])=[O:2])[CH:5]=2)[NH:9][N:8]=1. The catalyst class is: 8. Reactant: [N+:1]([C:4]1[CH:5]=[C:6]2[C:10](=[CH:11][CH:12]=1)[NH:9][N:8]=[CH:7]2)([O-:3])=[O:2].[Cl:13][O-].[Na+]. (6) The catalyst class is: 108. Reactant: CC1(C)C(C)(C)OB([C:9]2[CH:14]=[CH:13][C:12]([NH:15][C:16](=[O:25])[O:17][CH2:18][C:19]3[CH:24]=[CH:23][CH:22]=[CH:21][CH:20]=3)=[CH:11][CH:10]=2)O1.[NH2:27][C:28]1[N:33]=[CH:32][N:31]=[C:30]2[N:34]([CH:38]3[CH2:43][CH2:42][N:41]([C:44]([O:46][C:47]([CH3:50])([CH3:49])[CH3:48])=[O:45])[CH2:40][CH2:39]3)[N:35]=[C:36](I)[C:29]=12.C(=O)([O-])[O-].[Na+].[Na+]. Product: [NH2:27][C:28]1[N:33]=[CH:32][N:31]=[C:30]2[N:34]([CH:38]3[CH2:43][CH2:42][N:41]([C:44]([O:46][C:47]([CH3:50])([CH3:49])[CH3:48])=[O:45])[CH2:40][CH2:39]3)[N:35]=[C:36]([C:9]3[CH:10]=[CH:11][C:12]([NH:15][C:16]([O:17][CH2:18][C:19]4[CH:20]=[CH:21][CH:22]=[CH:23][CH:24]=4)=[O:25])=[CH:13][CH:14]=3)[C:29]=12.